From a dataset of Forward reaction prediction with 1.9M reactions from USPTO patents (1976-2016). Predict the product of the given reaction. (1) Given the reactants C([O:5][C:6](=[O:43])[CH2:7][N:8]([CH2:33][C:34]1[CH:42]=[CH:41][C:37]([C:38](O)=[O:39])=[CH:36][CH:35]=1)[C:9](=[O:32])[C:10]1[CH:15]=[CH:14][C:13]([NH:16][C:17](=[O:31])[CH2:18][C:19]2[CH:24]=[CH:23][C:22]([O:25][CH3:26])=[CH:21][C:20]=2[C:27]([F:30])([F:29])[F:28])=[CH:12][CH:11]=1)(C)(C)C.CN1CCOCC1.ClC(OCC(C)C)=O.O[NH:60][C:61](=[NH:69])[C:62]1[CH:67]=[CH:66][C:65]([CH3:68])=[CH:64][CH:63]=1, predict the reaction product. The product is: [CH3:26][O:25][C:22]1[CH:23]=[CH:24][C:19]([CH2:18][C:17]([NH:16][C:13]2[CH:12]=[CH:11][C:10]([C:9]([N:8]([CH2:7][C:6]([OH:5])=[O:43])[CH2:33][C:34]3[CH:35]=[CH:36][C:37]([C:38]4[O:39][N:69]=[C:61]([C:62]5[CH:67]=[CH:66][C:65]([CH3:68])=[CH:64][CH:63]=5)[N:60]=4)=[CH:41][CH:42]=3)=[O:32])=[CH:15][CH:14]=2)=[O:31])=[C:20]([C:27]([F:29])([F:28])[F:30])[CH:21]=1. (2) Given the reactants [Cl-:1].[Cl-].[Cl-].[CH:4]1([Zr+3:9])[CH:8]=[CH:7][CH:6]=[CH:5]1.[CH3:10][Si:11]([CH3:26])([CH3:25])[O:12][CH2:13][CH2:14][CH2:15][C-:16]1[C:24]2[C:19](=[CH:20][CH:21]=[CH:22][CH:23]=2)[CH:18]=[CH:17]1.[Li+], predict the reaction product. The product is: [Cl-:1].[Cl-:1].[CH3:26][Si:11]([CH3:10])([CH3:25])[O:12][CH2:13][CH2:14][CH2:15][CH:16]1[C:24]2[C:19](=[CH:20][CH:21]=[CH:22][CH:23]=2)[CH:18]=[C:17]1[Zr+2:9][CH:4]1[CH:8]=[CH:7][CH:6]=[CH:5]1. (3) The product is: [C:37]([O:36][C:34]([N:28]1[CH2:33][CH2:32][N:31]([CH2:12][C:9]2[C:10](=[O:11])[N:5]([CH2:1][CH:2]([CH3:3])[CH3:4])[N:6]=[C:7]([C:18]3[CH:19]=[CH:20][C:21]([S:24]([CH3:27])(=[O:26])=[O:25])=[CH:22][CH:23]=3)[CH:8]=2)[CH2:30][CH2:29]1)=[O:35])([CH3:40])([CH3:39])[CH3:38]. Given the reactants [CH2:1]([N:5]1[C:10](=[O:11])[C:9]([CH2:12]OS(C)(=O)=O)=[CH:8][C:7]([C:18]2[CH:23]=[CH:22][C:21]([S:24]([CH3:27])(=[O:26])=[O:25])=[CH:20][CH:19]=2)=[N:6]1)[CH:2]([CH3:4])[CH3:3].[N:28]1([C:34]([O:36][C:37]([CH3:40])([CH3:39])[CH3:38])=[O:35])[CH2:33][CH2:32][NH:31][CH2:30][CH2:29]1, predict the reaction product. (4) Given the reactants [C:1]([Mg]Cl)([CH3:4])([CH3:3])[CH3:2].[CH2:7](OCC)C.[CH3:12][C:13]1[CH2:17]C[C:15](=O)[CH:14]=1.[Cl-].[NH4+], predict the reaction product. The product is: [C:1]([C:4]1[CH2:15][CH:14]=[C:13]([CH3:17])[CH:12]=1)([CH3:7])([CH3:3])[CH3:2].